This data is from Forward reaction prediction with 1.9M reactions from USPTO patents (1976-2016). The task is: Predict the product of the given reaction. Given the reactants [Cl:1][C:2]1[CH:3]=[N:4][CH:5]=[C:6]([Cl:42])[C:7]=1[CH:8]([OH:41])[CH2:9][N:10]([CH2:33][C:34]1[CH:39]=[CH:38][C:37]([F:40])=[CH:36][CH:35]=1)[C:11]([C:13]1[CH:14]=[N:15][N:16]([C@H:22]2[CH2:27][CH2:26][C@H:25]([C:28]([O:30][CH2:31][CH3:32])=[O:29])[CH2:24][CH2:23]2)[C:17]=1[C:18]([F:21])([F:20])[F:19])=[O:12].CC(OI1(OC(C)=O)(OC(C)=O)OC(=O)C2C=CC=CC1=2)=O, predict the reaction product. The product is: [Cl:42][C:6]1[CH:5]=[N:4][CH:3]=[C:2]([Cl:1])[C:7]=1[C:8](=[O:41])[CH2:9][N:10]([CH2:33][C:34]1[CH:39]=[CH:38][C:37]([F:40])=[CH:36][CH:35]=1)[C:11]([C:13]1[CH:14]=[N:15][N:16]([C@H:22]2[CH2:27][CH2:26][C@H:25]([C:28]([O:30][CH2:31][CH3:32])=[O:29])[CH2:24][CH2:23]2)[C:17]=1[C:18]([F:21])([F:20])[F:19])=[O:12].